From a dataset of Forward reaction prediction with 1.9M reactions from USPTO patents (1976-2016). Predict the product of the given reaction. Given the reactants [C:1]([O:5][C:6]([N:8]1[CH2:13][CH2:12][C:11]([C:15]2[S:24][C:18]3[N:19]=[CH:20][N:21]=[C:22](Cl)[C:17]=3[CH:16]=2)([OH:14])[CH2:10][CH2:9]1)=[O:7])([CH3:4])([CH3:3])[CH3:2].[F:25][C:26]([F:46])([F:45])[C:27]1[CH:28]=[C:29]([CH:42]=[CH:43][CH:44]=1)[C:30]([NH:32][C:33]1[CH:34]=[C:35](B(O)O)[CH:36]=[CH:37][CH:38]=1)=[O:31], predict the reaction product. The product is: [OH:14][C:11]1([C:15]2[S:24][C:18]3[N:19]=[CH:20][N:21]=[C:22]([C:37]4[CH:36]=[CH:35][CH:34]=[C:33]([NH:32][C:30](=[O:31])[C:29]5[CH:42]=[CH:43][CH:44]=[C:27]([C:26]([F:45])([F:46])[F:25])[CH:28]=5)[CH:38]=4)[C:17]=3[CH:16]=2)[CH2:12][CH2:13][N:8]([C:6]([O:5][C:1]([CH3:4])([CH3:3])[CH3:2])=[O:7])[CH2:9][CH2:10]1.